This data is from Reaction yield outcomes from USPTO patents with 853,638 reactions. The task is: Predict the reaction yield, written as a fraction of the theoretical maximum amount of product (1.0 means a 100% yield; for example, 0.34 means a 34% yield). (1) The reactants are [OH-].[K+].[C:3]([C:6]1[N:11]=[C:10]([C:12]2[CH:17]=[CH:16][C:15]([C:18]3[CH:23]=[CH:22][C:21]([C:24]4([C:27]([O:29]C)=[O:28])[CH2:26][CH2:25]4)=[CH:20][C:19]=3[Cl:31])=[CH:14][CH:13]=2)[C:9]([CH3:32])=[N:8][C:7]=1[CH3:33])(=[O:5])[NH2:4].Cl. The catalyst is C(O)(C)(C)C. The product is [C:3]([C:6]1[N:11]=[C:10]([C:12]2[CH:13]=[CH:14][C:15]([C:18]3[CH:23]=[CH:22][C:21]([C:24]4([C:27]([OH:29])=[O:28])[CH2:25][CH2:26]4)=[CH:20][C:19]=3[Cl:31])=[CH:16][CH:17]=2)[C:9]([CH3:32])=[N:8][C:7]=1[CH3:33])(=[O:5])[NH2:4]. The yield is 0.230. (2) The reactants are [C:1]([CH2:9][C:10]([O:12]CC)=O)(=O)[C:2]1[CH:7]=[CH:6][CH:5]=[CH:4][CH:3]=1.[OH-].[Na+].O.[NH2:18][NH2:19]. No catalyst specified. The product is [C:2]1([C:1]2[NH:19][NH:18][C:10](=[O:12])[CH:9]=2)[CH:7]=[CH:6][CH:5]=[CH:4][CH:3]=1. The yield is 0.810. (3) The reactants are C[O:2][C:3]([C@H:5]1[CH2:10][CH2:9][C@H:8]([O:11][C:12]2[CH:17]=[CH:16][C:15]([F:18])=[CH:14][N:13]=2)[CH2:7][CH2:6]1)=O.O.[NH2:20][NH2:21]. The catalyst is C(O)CCC. The product is [F:18][C:15]1[CH:16]=[CH:17][C:12]([O:11][C@H:8]2[CH2:9][CH2:10][C@H:5]([C:3]([NH:20][NH2:21])=[O:2])[CH2:6][CH2:7]2)=[N:13][CH:14]=1. The yield is 0.670. (4) The reactants are [F:1][C:2]([F:42])([F:41])[C:3]1[CH:4]=[C:5]([C@@H:13]([N:15]([CH3:40])[C:16]([N:18]2[CH2:31][CH2:30][C@:21]3([NH:25][C@@H:24]([C:26]([O:28]C)=O)[CH2:23][CH2:22]3)[CH2:20][C@@H:19]2[C:32]2[CH:37]=[CH:36][C:35]([F:38])=[CH:34][C:33]=2[CH3:39])=[O:17])[CH3:14])[CH:6]=[C:7]([C:9]([F:12])([F:11])[F:10])[CH:8]=1.[NH3:43]. No catalyst specified. The product is [F:10][C:9]([F:12])([F:11])[C:7]1[CH:6]=[C:5]([C@@H:13]([N:15]([CH3:40])[C:16]([N:18]2[CH2:31][CH2:30][C@:21]3([NH:25][C@@H:24]([C:26]([NH2:43])=[O:28])[CH2:23][CH2:22]3)[CH2:20][C@@H:19]2[C:32]2[CH:37]=[CH:36][C:35]([F:38])=[CH:34][C:33]=2[CH3:39])=[O:17])[CH3:14])[CH:4]=[C:3]([C:2]([F:1])([F:41])[F:42])[CH:8]=1. The yield is 0.721. (5) The reactants are [F:1][C:2]1[CH:7]=[C:6]([S:8]([CH3:11])(=[O:10])=[O:9])[C:5]([F:12])=[CH:4][C:3]=1[NH:13][C@H:14]1[CH2:19][CH2:18][CH2:17][N:16]([CH:20]2[CH2:25][CH2:24][NH:23][CH2:22][CH2:21]2)[C:15]1=[O:26].C(=O)([O-])[O-].[K+].[K+].[N:33]#[C:34]Br. The catalyst is C(#N)C.[OH-].[Na+]. The product is [F:1][C:2]1[CH:7]=[C:6]([S:8]([CH3:11])(=[O:10])=[O:9])[C:5]([F:12])=[CH:4][C:3]=1[NH:13][C@H:14]1[CH2:19][CH2:18][CH2:17][N:16]([CH:20]2[CH2:21][CH2:22][N:23]([C:34]#[N:33])[CH2:24][CH2:25]2)[C:15]1=[O:26]. The yield is 0.840.